Dataset: NCI-60 drug combinations with 297,098 pairs across 59 cell lines. Task: Regression. Given two drug SMILES strings and cell line genomic features, predict the synergy score measuring deviation from expected non-interaction effect. (1) Drug 1: CCC1=C2CN3C(=CC4=C(C3=O)COC(=O)C4(CC)O)C2=NC5=C1C=C(C=C5)O. Drug 2: C1=CN(C=N1)CC(O)(P(=O)(O)O)P(=O)(O)O. Cell line: A549. Synergy scores: CSS=5.16, Synergy_ZIP=2.91, Synergy_Bliss=4.47, Synergy_Loewe=-5.92, Synergy_HSA=1.83. (2) Drug 1: CC1=C(C=C(C=C1)NC2=NC=CC(=N2)N(C)C3=CC4=NN(C(=C4C=C3)C)C)S(=O)(=O)N.Cl. Drug 2: C1CCN(CC1)CCOC2=CC=C(C=C2)C(=O)C3=C(SC4=C3C=CC(=C4)O)C5=CC=C(C=C5)O. Cell line: RXF 393. Synergy scores: CSS=11.0, Synergy_ZIP=3.48, Synergy_Bliss=6.96, Synergy_Loewe=8.25, Synergy_HSA=8.81. (3) Drug 1: CN(CC1=CN=C2C(=N1)C(=NC(=N2)N)N)C3=CC=C(C=C3)C(=O)NC(CCC(=O)O)C(=O)O. Drug 2: C1CN(CCN1C(=O)CCBr)C(=O)CCBr. Cell line: HCT-15. Synergy scores: CSS=65.8, Synergy_ZIP=3.19, Synergy_Bliss=-0.649, Synergy_Loewe=-19.4, Synergy_HSA=4.29. (4) Drug 1: C1C(C(OC1N2C=NC3=C(N=C(N=C32)Cl)N)CO)O. Drug 2: CCCCCOC(=O)NC1=NC(=O)N(C=C1F)C2C(C(C(O2)C)O)O. Cell line: A498. Synergy scores: CSS=7.61, Synergy_ZIP=-3.18, Synergy_Bliss=-1.96, Synergy_Loewe=-3.28, Synergy_HSA=-2.08. (5) Drug 1: CN1C(=O)N2C=NC(=C2N=N1)C(=O)N. Drug 2: COC1=NC(=NC2=C1N=CN2C3C(C(C(O3)CO)O)O)N. Cell line: NCI/ADR-RES. Synergy scores: CSS=0.754, Synergy_ZIP=0.865, Synergy_Bliss=1.33, Synergy_Loewe=-1.29, Synergy_HSA=-2.29. (6) Drug 1: CC1=C(C(CCC1)(C)C)C=CC(=CC=CC(=CC(=O)O)C)C. Drug 2: CCC1(CC2CC(C3=C(CCN(C2)C1)C4=CC=CC=C4N3)(C5=C(C=C6C(=C5)C78CCN9C7C(C=CC9)(C(C(C8N6C)(C(=O)OC)O)OC(=O)C)CC)OC)C(=O)OC)O.OS(=O)(=O)O. Cell line: HCT116. Synergy scores: CSS=6.60, Synergy_ZIP=-3.45, Synergy_Bliss=0.273, Synergy_Loewe=1.04, Synergy_HSA=1.27. (7) Synergy scores: CSS=2.53, Synergy_ZIP=-2.21, Synergy_Bliss=-3.47, Synergy_Loewe=-1.13, Synergy_HSA=-1.77. Drug 2: C1=NNC2=C1C(=O)NC=N2. Drug 1: C1=NC2=C(N=C(N=C2N1C3C(C(C(O3)CO)O)O)F)N. Cell line: UACC62.